Task: Predict the reaction yield, written as a fraction of the theoretical maximum amount of product (1.0 means a 100% yield; for example, 0.34 means a 34% yield).. Dataset: Reaction yield outcomes from USPTO patents with 853,638 reactions (1) The catalyst is CC#N. The yield is 0.600. The reactants are [Cl:1][C:2]1[CH:3]=[C:4]([N:9]([C:14]2[C:33]([CH:34]3[CH2:36][CH2:35]3)=[CH:32][C:17]3[C:18]([C:28]([NH:30][CH3:31])=[O:29])=[C:19]([C:21]4[CH:26]=[CH:25][C:24]([F:27])=[CH:23][CH:22]=4)[O:20][C:16]=3[CH:15]=2)[S:10]([CH3:13])(=[O:12])=[O:11])[CH:5]=[CH:6][C:7]=1[OH:8].C(=O)([O-])[O-].[K+].[K+].Br[CH2:44][B:45]1[O:49]C(C)(C)C(C)(C)[O:46]1. The product is [Cl:1][C:2]1[CH:3]=[C:4]([N:9]([C:14]2[C:33]([CH:34]3[CH2:36][CH2:35]3)=[CH:32][C:17]3[C:18]([C:28](=[O:29])[NH:30][CH3:31])=[C:19]([C:21]4[CH:22]=[CH:23][C:24]([F:27])=[CH:25][CH:26]=4)[O:20][C:16]=3[CH:15]=2)[S:10]([CH3:13])(=[O:12])=[O:11])[CH:5]=[CH:6][C:7]=1[O:8][CH2:44][B:45]([OH:49])[OH:46]. (2) The reactants are [C:1](OC(=O)C)(=[O:3])C.C(O)=O.[NH2:11][CH2:12][C:13]([NH:15][C:16]1[CH:21]=[CH:20][C:19]([O:22][CH2:23][C:24]2[CH:29]=[CH:28][C:27]([F:30])=[CH:26][CH:25]=2)=[CH:18][C:17]=1[F:31])=[O:14].Cl. The catalyst is C(Cl)Cl.[Na].[H][H]. The product is [F:31][C:17]1[CH:18]=[C:19]([O:22][CH2:23][C:24]2[CH:25]=[CH:26][C:27]([F:30])=[CH:28][CH:29]=2)[CH:20]=[CH:21][C:16]=1[NH:15][C:13](=[O:14])[CH2:12][NH:11][CH:1]=[O:3]. The yield is 0.910. (3) The reactants are [C:1]([CH2:3]P(=O)(OCC)OCC)#[N:2].CC(C)([O-])C.[K+].[N:18]1([C:24]2[CH:25]=[N:26][CH:27]=[C:28]([CH:31]=2)[CH:29]=O)[CH2:23][CH2:22][O:21][CH2:20][CH2:19]1. The catalyst is C1COCC1. The product is [N:18]1([C:24]2[CH:31]=[C:28](/[CH:29]=[CH:3]/[C:1]#[N:2])[CH:27]=[N:26][CH:25]=2)[CH2:23][CH2:22][O:21][CH2:20][CH2:19]1. The yield is 1.00. (4) The catalyst is C(O)CCC. The reactants are Br[C:2]1[C:3]([NH2:9])=[N:4][CH:5]=[C:6]([Br:8])[N:7]=1.Cl.[O:11]1[CH2:16][CH2:15][CH:14]([NH2:17])[CH2:13][CH2:12]1.C(N(CC)C(C)C)(C)C. The yield is 0.780. The product is [Br:8][C:6]1[N:7]=[C:2]([NH:17][CH:14]2[CH2:15][CH2:16][O:11][CH2:12][CH2:13]2)[C:3]([NH2:9])=[N:4][CH:5]=1. (5) The reactants are [Br:1][C:2]1[C:3]([OH:13])=[C:4]([C:10](=[O:12])[CH3:11])[CH:5]=[C:6]([Cl:9])[C:7]=1[CH3:8].C(N(CC)CC)C.[F:21][C:22]([F:35])([F:34])[S:23](O[S:23]([C:22]([F:35])([F:34])[F:21])(=[O:25])=[O:24])(=[O:25])=[O:24]. The catalyst is C(Cl)Cl. The product is [F:21][C:22]([F:35])([F:34])[S:23]([O:13][C:3]1[C:4]([C:10](=[O:12])[CH3:11])=[CH:5][C:6]([Cl:9])=[C:7]([CH3:8])[C:2]=1[Br:1])(=[O:25])=[O:24]. The yield is 0.860. (6) The reactants are [C:1]1([CH:13]2[CH:18]([CH3:19])[CH2:17][CH2:16][N:15](C(OC(C)(C)C)=O)[CH2:14]2)[N:5]2[C:6]3[CH:12]=[CH:11][NH:10][C:7]=3[N:8]=[CH:9][C:4]2=[CH:3][N:2]=1.[ClH:27]. The catalyst is O1CCOCC1.CCOCC. The product is [ClH:27].[CH3:19][CH:18]1[CH2:17][CH2:16][NH:15][CH2:14][CH:13]1[C:1]1[N:5]2[C:6]3[CH:12]=[CH:11][NH:10][C:7]=3[N:8]=[CH:9][C:4]2=[CH:3][N:2]=1. The yield is 0.980. (7) The reactants are [CH2:1]([N:3]1[C:7]([C:8]([OH:10])=O)=[CH:6][C:5]([CH3:11])=[N:4]1)[CH3:2].O1CCCC1.C(Cl)(=O)C(Cl)=O.[NH2:23][C:24]1[CH:25]=[C:26]([CH:43]=[CH:44][C:45]=1[CH3:46])[O:27][C:28]1[CH:29]=[CH:30][C:31]2[N:32]([N:34]=[C:35]([NH:37][C:38]([CH:40]3[CH2:42][CH2:41]3)=[O:39])[N:36]=2)[CH:33]=1. The catalyst is CN(C)C=O.CN(C)C(=O)C. The product is [CH:40]1([C:38]([NH:37][C:35]2[N:36]=[C:31]3[CH:30]=[CH:29][C:28]([O:27][C:26]4[CH:43]=[CH:44][C:45]([CH3:46])=[C:24]([NH:23][C:8]([C:7]5[N:3]([CH2:1][CH3:2])[N:4]=[C:5]([CH3:11])[CH:6]=5)=[O:10])[CH:25]=4)=[CH:33][N:32]3[N:34]=2)=[O:39])[CH2:41][CH2:42]1. The yield is 0.540. (8) The reactants are C([O:8][C:9]1[CH:21]=[C:20]2[C:12]([C:13]3[CH:14]=[CH:15][C:16]([N:22]([CH3:25])[CH:23]=[O:24])=[CH:17][C:18]=3[NH:19]2)=[CH:11][CH:10]=1)C1C=CC=CC=1. The catalyst is CO.[Pd]. The product is [OH:8][C:9]1[CH:21]=[C:20]2[C:12]([C:13]3[CH:14]=[CH:15][C:16]([N:22]([CH3:25])[CH:23]=[O:24])=[CH:17][C:18]=3[NH:19]2)=[CH:11][CH:10]=1. The yield is 0.940. (9) The reactants are [CH3:1][C:2]1[O:6][C:5]([C:7]([F:10])([F:9])[F:8])=[C:4]([C:11]([OH:13])=O)[CH:3]=1.C(Cl)(=O)C(Cl)=O.[NH2:20][C:21]1[CH:22]=[C:23]([CH:40]=[CH:41][CH:42]=1)[O:24][C:25]1[CH:26]=[CH:27][C:28]2[N:29]([CH:31]=[C:32]([NH:34][C:35]([CH:37]3[CH2:39][CH2:38]3)=[O:36])[N:33]=2)[N:30]=1.C(N(CC)CC)C. The catalyst is CN(C)C=O.O1CCCC1. The product is [CH:37]1([C:35]([NH:34][C:32]2[N:33]=[C:28]3[CH:27]=[CH:26][C:25]([O:24][C:23]4[CH:22]=[C:21]([NH:20][C:11]([C:4]5[CH:3]=[C:2]([CH3:1])[O:6][C:5]=5[C:7]([F:8])([F:9])[F:10])=[O:13])[CH:42]=[CH:41][CH:40]=4)=[N:30][N:29]3[CH:31]=2)=[O:36])[CH2:38][CH2:39]1. The yield is 0.580. (10) The reactants are [NH2:1][C:2]1[CH:7]=[CH:6][C:5]([O:8][CH:9]([CH3:11])[CH3:10])=[CH:4][C:3]=1[NH:12][CH:13]1[CH2:18][CH2:17][N:16]([C:19]([O:21][C:22]([CH3:25])([CH3:24])[CH3:23])=[O:20])[CH2:15][CH2:14]1.[O:26]1CCC[CH2:27]1. No catalyst specified. The product is [CH3:11][CH:9]([O:8][C:5]1[CH:6]=[CH:7][C:2]2[NH:1][C:27](=[O:26])[N:12]([CH:13]3[CH2:18][CH2:17][N:16]([C:19]([O:21][C:22]([CH3:23])([CH3:25])[CH3:24])=[O:20])[CH2:15][CH2:14]3)[C:3]=2[CH:4]=1)[CH3:10]. The yield is 0.690.